Dataset: Full USPTO retrosynthesis dataset with 1.9M reactions from patents (1976-2016). Task: Predict the reactants needed to synthesize the given product. (1) Given the product [CH2:1]([O:5][C:6]1[N:14]=[C:13]2[C:9]([NH:10][C:11](=[O:40])[N:12]2[CH2:15][C:16]2[CH:17]=[N:18][C:19]([O:22][CH2:23][CH2:24][CH2:25][CH2:26][NH:27][CH2:28][C:29]3[CH:34]=[CH:33][CH:32]=[C:31]([CH2:35][C:36]([O:38][CH3:39])=[O:37])[CH:30]=3)=[CH:20][CH:21]=2)=[C:8]([NH2:42])[N:7]=1)[CH2:2][CH2:3][CH3:4], predict the reactants needed to synthesize it. The reactants are: [CH2:1]([O:5][C:6]1[N:14]=[C:13]2[C:9]([N:10]=[C:11]([O:40]C)[N:12]2[CH2:15][C:16]2[CH:17]=[N:18][C:19]([O:22][CH2:23][CH2:24][CH2:25][CH2:26][NH:27][CH2:28][C:29]3[CH:34]=[CH:33][CH:32]=[C:31]([CH2:35][C:36]([O:38][CH3:39])=[O:37])[CH:30]=3)=[CH:20][CH:21]=2)=[C:8]([NH2:42])[N:7]=1)[CH2:2][CH2:3][CH3:4].S(=O)(=O)(O)O. (2) Given the product [F:31][C:32]([F:43])([F:42])[C:33]([N:3]1[CH2:8][CH2:7][CH:6]([CH2:9][N:10]2[C:20](=[O:21])[C:19]3[N:22]4[C:12](=[CH:13][N:14]=[C:15]4[CH:16]=[CH:17][CH:18]=3)[C:11]2=[O:23])[CH2:5][CH2:4]1)=[O:34], predict the reactants needed to synthesize it. The reactants are: Cl.Cl.[NH:3]1[CH2:8][CH2:7][CH:6]([CH2:9][N:10]2[C:20](=[O:21])[C:19]3[N:22]4[C:12](=[CH:13][N:14]=[C:15]4[CH:16]=[CH:17][CH:18]=3)[C:11]2=[O:23])[CH2:5][CH2:4]1.C(N(CC)CC)C.[F:31][C:32]([F:43])([F:42])[C:33](O[C:33](=[O:34])[C:32]([F:43])([F:42])[F:31])=[O:34]. (3) Given the product [F:1][C:2]1[C:3]([CH2:9][NH:10][C:11]2[N:12]=[C:13]([NH:28][C:25]3[CH:24]=[C:23]([CH3:22])[NH:27][N:26]=3)[C:14]([F:20])=[CH:15][C:16]=2[N+:17]([O-:19])=[O:18])=[N:4][CH:5]=[C:6]([F:8])[CH:7]=1, predict the reactants needed to synthesize it. The reactants are: [F:1][C:2]1[C:3]([CH2:9][NH:10][C:11]2[C:16]([N+:17]([O-:19])=[O:18])=[CH:15][C:14]([F:20])=[C:13](F)[N:12]=2)=[N:4][CH:5]=[C:6]([F:8])[CH:7]=1.[CH3:22][C:23]1[NH:27][N:26]=[C:25]([NH2:28])[CH:24]=1. (4) Given the product [Br:6][C:7]1[C:8]([CH3:21])=[N:9][N:10]2[C:15]3[N:23]([CH:24]([CH2:29][CH3:28])[CH2:25][CH3:26])[CH2:18][CH2:17][C:14]=3[C:13]([CH3:20])=[N:12][C:11]=12, predict the reactants needed to synthesize it. The reactants are: P(Cl)(Cl)(Cl)=O.[Br:6][C:7]1[C:8]([CH3:21])=[N:9][N:10]2[C:15](O)=[C:14]([CH2:17][CH2:18]O)[C:13]([CH3:20])=[N:12][C:11]=12.C[N:23](C)[C:24]1[CH:29]=[CH:28]C=[CH:26][CH:25]=1. (5) Given the product [CH3:32][C:33]1([CH3:40])[O:37][C@@H:36]([CH2:38][O:27][C:17]2[C:18]([NH:20][C:21]3[CH:26]=[CH:25][N:24]=[CH:23][CH:22]=3)=[N:19][C:14]([C:7]3[C:8]4[C:13](=[CH:12][CH:11]=[CH:10][CH:9]=4)[N:5]([CH2:4][C:3]4[CH:28]=[CH:29][CH:30]=[CH:31][C:2]=4[F:1])[N:6]=3)=[N:15][CH:16]=2)[CH2:35][O:34]1, predict the reactants needed to synthesize it. The reactants are: [F:1][C:2]1[CH:31]=[CH:30][CH:29]=[CH:28][C:3]=1[CH2:4][N:5]1[C:13]2[C:8](=[CH:9][CH:10]=[CH:11][CH:12]=2)[C:7]([C:14]2[N:19]=[C:18]([NH:20][C:21]3[CH:26]=[CH:25][N:24]=[CH:23][CH:22]=3)[C:17]([OH:27])=[CH:16][N:15]=2)=[N:6]1.[CH3:32][C:33]1([CH3:40])[O:37][CH:36]([CH2:38]Br)[CH2:35][O:34]1.C(=O)([O-])[O-].[K+].[K+]. (6) Given the product [CH3:35][C:29]1([CH2:28][CH2:27][C:25]2[S:26][C:22]([CH:11]=[CH:10][CH2:9][CH2:8][CH2:7][C:1]3[CH:6]=[CH:5][CH:4]=[CH:3][CH:2]=3)=[CH:23][CH:24]=2)[CH2:33][O:32][C:31](=[O:34])[NH:30]1, predict the reactants needed to synthesize it. The reactants are: [C:1]1([CH2:7][CH2:8][CH2:9][C:10]#[CH:11])[CH:6]=[CH:5][CH:4]=[CH:3][CH:2]=1.[B]1OC2C(=CC=CC=2)O1.Br[C:22]1[S:26][C:25]([CH2:27][CH2:28][C:29]2([CH3:35])[CH2:33][O:32][C:31](=[O:34])[NH:30]2)=[CH:24][CH:23]=1.[O-]CC.[Na+].[OH-].[Na+]. (7) The reactants are: C([O:8][C:9]1[CH:10]=[C:11]([CH:23]=[C:24]([O:26][C@@H:27]([CH3:37])[CH2:28][O:29][Si:30]([C:33]([CH3:36])([CH3:35])[CH3:34])([CH3:32])[CH3:31])[CH:25]=1)[C:12]([NH:14][C:15]1[CH:19]=[CH:18][N:17]([CH:20]([CH3:22])[CH3:21])[N:16]=1)=[O:13])C1C=CC=CC=1. Given the product [Si:30]([O:29][CH2:28][C@H:27]([CH3:37])[O:26][C:24]1[CH:23]=[C:11]([CH:10]=[C:9]([OH:8])[CH:25]=1)[C:12]([NH:14][C:15]1[CH:19]=[CH:18][N:17]([CH:20]([CH3:21])[CH3:22])[N:16]=1)=[O:13])([C:33]([CH3:35])([CH3:36])[CH3:34])([CH3:32])[CH3:31], predict the reactants needed to synthesize it. (8) Given the product [Cl:47][C:48]1[N:53]2[CH:54]=[CH:55][N:56]=[C:52]2[C:51]([NH:79][C:76]2[CH:75]=[CH:74][C:73]([N:70]3[CH2:69][CH2:68][N:67]([CH:64]([CH3:66])[CH3:65])[CH2:72][CH2:71]3)=[CH:78][CH:77]=2)=[CH:50][CH:49]=1, predict the reactants needed to synthesize it. The reactants are: C1C=CC(P(C2C(C3C(P(C4C=CC=CC=4)C4C=CC=CC=4)=CC=C4C=3C=CC=C4)=C3C(C=CC=C3)=CC=2)C2C=CC=CC=2)=CC=1.[Cl:47][C:48]1[N:53]2[CH:54]=[CH:55][N:56]=[C:52]2[C:51](I)=[CH:50][CH:49]=1.C([O-])([O-])=O.[Cs+].[Cs+].[CH:64]([N:67]1[CH2:72][CH2:71][N:70]([C:73]2[CH:78]=[CH:77][C:76]([NH2:79])=[CH:75][CH:74]=2)[CH2:69][CH2:68]1)([CH3:66])[CH3:65].